This data is from Catalyst prediction with 721,799 reactions and 888 catalyst types from USPTO. The task is: Predict which catalyst facilitates the given reaction. (1) Reactant: Cl.C(O[C:7](=O)[N:8]([C:10]1[CH:15]=[C:14]([CH3:16])[C:13]([CH2:17][C:18]2([S:21]([N:24]3[CH2:33][CH2:32][C:27]4(OCC[O:28]4)[CH2:26][CH2:25]3)(=[O:23])=[O:22])[CH2:20][CH2:19]2)=[C:12]([CH3:34])[CH:11]=1)C)(C)(C)C.O1C2(CCN(S(C3(CC4C(C)=CC(NC)=CC=4C)CC3)(=O)=O)CC2)OCC1.[OH-].[Na+]. Product: [CH3:34][C:12]1[CH:11]=[C:10]([NH:8][CH3:7])[CH:15]=[C:14]([CH3:16])[C:13]=1[CH2:17][C:18]1([S:21]([N:24]2[CH2:25][CH2:26][C:27](=[O:28])[CH2:32][CH2:33]2)(=[O:23])=[O:22])[CH2:20][CH2:19]1. The catalyst class is: 14. (2) Reactant: [Li+].[OH-].[CH3:3][O:4][C:5]1[CH:6]=[C:7]([CH:22]=[CH:23][CH:24]=1)[N:8]([CH3:21])[C:9]([C:11]1[CH:20]=[CH:19][CH:18]=[CH:17][C:12]=1[C:13]([O:15]C)=[O:14])=[O:10].Cl. Product: [CH3:3][O:4][C:5]1[CH:6]=[C:7]([CH:22]=[CH:23][CH:24]=1)[N:8]([CH3:21])[C:9]([C:11]1[CH:20]=[CH:19][CH:18]=[CH:17][C:12]=1[C:13]([OH:15])=[O:14])=[O:10]. The catalyst class is: 72. (3) Reactant: [C:1]([N:3]=[C:4]([C:7]1[CH:12]=[CH:11][CH:10]=[CH:9][CH:8]=1)OC)#[N:2].Cl.[CH3:14][O:15][C:16](=[O:19])[CH2:17][NH2:18].C(N(CC)CC)C.O. Product: [C:1]([N:3]=[C:4]([C:7]1[CH:8]=[CH:9][CH:10]=[CH:11][CH:12]=1)[NH:18][CH2:17][C:16]([O:15][CH3:14])=[O:19])#[N:2]. The catalyst class is: 5.